This data is from Forward reaction prediction with 1.9M reactions from USPTO patents (1976-2016). The task is: Predict the product of the given reaction. (1) Given the reactants [OH-].[Na+].Cl[CH2:4][CH2:5][C:6]([C:8]1[CH:13]=[CH:12][C:11]([OH:14])=[CH:10][C:9]=1[OH:15])=[O:7].S(=O)(=O)(O)O, predict the reaction product. The product is: [OH:14][C:11]1[CH:10]=[C:9]2[C:8]([C:6](=[O:7])[CH2:5][CH2:4][O:15]2)=[CH:13][CH:12]=1. (2) Given the reactants [Br:1][C:2]1[C:3]([O:22]C)=[C:4]([C:10]2[C:19](=[O:20])[C:18]3[C:13](=[CH:14][C:15]([OH:21])=[CH:16][CH:17]=3)[O:12][CH:11]=2)[CH:5]=[C:6]([O:8]C)[CH:7]=1.B(Br)(Br)Br, predict the reaction product. The product is: [Br:1][C:2]1[C:3]([OH:22])=[C:4]([C:10]2[C:19](=[O:20])[C:18]3[C:13](=[CH:14][C:15]([OH:21])=[CH:16][CH:17]=3)[O:12][CH:11]=2)[CH:5]=[C:6]([OH:8])[CH:7]=1.